Dataset: TCR-epitope binding with 47,182 pairs between 192 epitopes and 23,139 TCRs. Task: Binary Classification. Given a T-cell receptor sequence (or CDR3 region) and an epitope sequence, predict whether binding occurs between them. The epitope is ATVVIGTSK. The TCR CDR3 sequence is CATSDSSYEQYF. Result: 0 (the TCR does not bind to the epitope).